From a dataset of Full USPTO retrosynthesis dataset with 1.9M reactions from patents (1976-2016). Predict the reactants needed to synthesize the given product. (1) Given the product [CH3:1][C:2]1[N:3]=[C:4]([C:12]2[CH:17]=[CH:16][CH:15]=[C:14]([C:18]([F:21])([F:19])[F:20])[CH:13]=2)[N:5]2[C:10]=1[CH:9]=[N:8][C:7]([NH:11][C:23]1[CH:28]=[CH:27][C:26]([S:29]([NH2:32])(=[O:31])=[O:30])=[CH:25][CH:24]=1)=[N:6]2, predict the reactants needed to synthesize it. The reactants are: [CH3:1][C:2]1[N:3]=[C:4]([C:12]2[CH:17]=[CH:16][CH:15]=[C:14]([C:18]([F:21])([F:20])[F:19])[CH:13]=2)[N:5]2[C:10]=1[CH:9]=[N:8][C:7]([NH2:11])=[N:6]2.Br[C:23]1[CH:28]=[CH:27][C:26]([S:29]([NH2:32])(=[O:31])=[O:30])=[CH:25][CH:24]=1.C(P(C(C)(C)C)C1C=CC=CC=1C1C=CC=CC=1)(C)(C)C.CC([O-])(C)C.[Na+]. (2) Given the product [F:40][C:39]([F:42])([F:41])[S:36]([O:1][C:2]1[CH2:6][N:5]([C:7]([O:9][C:10]([CH3:11])([CH3:12])[CH3:13])=[O:8])[C@H:4]([C:14]([O:16][CH3:17])=[O:15])[CH:3]=1)(=[O:38])=[O:37], predict the reactants needed to synthesize it. The reactants are: [O:1]=[C:2]1[CH2:6][N:5]([C:7]([O:9][C:10]([CH3:13])([CH3:12])[CH3:11])=[O:8])[C@H:4]([C:14]([O:16][CH3:17])=[O:15])[CH2:3]1.[Li+].C[Si]([N-][Si](C)(C)C)(C)C.ClC1C=CC(N([S:36]([C:39]([F:42])([F:41])[F:40])(=[O:38])=[O:37])[S:36]([C:39]([F:42])([F:41])[F:40])(=[O:38])=[O:37])=NC=1. (3) The reactants are: [CH:1]([C:4]1[N:9]=[C:8]([C:10]2[CH:19]=[C:18]([O:20][CH:21]3[CH2:38][CH:37]4[CH:23]([C:24](=[O:44])[N:25]([CH3:43])[CH2:26][CH2:27][CH2:28][CH2:29][CH:30]=[CH:31][CH:32]5[C:34]([C:40](O)=[O:41])([NH:35][C:36]4=[O:39])[CH2:33]5)[CH2:22]3)[C:17]3[C:12](=[C:13]([CH3:47])[C:14]([O:45][CH3:46])=[CH:15][CH:16]=3)[N:11]=2)[CH:7]=[CH:6][CH:5]=1)([CH3:3])[CH3:2].C(Cl)CCl.[CH:52]1([S:55]([NH2:58])(=[O:57])=[O:56])[CH2:54][CH2:53]1.C1CCN2C(=NCCC2)CC1. Given the product [CH:1]([C:4]1[N:9]=[C:8]([C:10]2[CH:19]=[C:18]([O:20][CH:21]3[CH2:38][CH:37]4[CH:23]([C:24](=[O:44])[N:25]([CH3:43])[CH2:26][CH2:27][CH2:28][CH2:29][CH:30]=[CH:31][CH:32]5[C:34]([C:40]([NH:58][S:55]([CH:52]6[CH2:54][CH2:53]6)(=[O:57])=[O:56])=[O:41])([NH:35][C:36]4=[O:39])[CH2:33]5)[CH2:22]3)[C:17]3[C:12](=[C:13]([CH3:47])[C:14]([O:45][CH3:46])=[CH:15][CH:16]=3)[N:11]=2)[CH:7]=[CH:6][CH:5]=1)([CH3:2])[CH3:3], predict the reactants needed to synthesize it. (4) Given the product [Br:29][C:10]1[N:9]=[C:8]([N:11]2[CH2:16][CH2:15][N:14]3[C:17]([C:20]([F:23])([F:21])[F:22])=[N:18][N:19]=[C:13]3[CH2:12]2)[N:4]2[CH:5]=[CH:6][N:7]=[C:2]([Cl:1])[C:3]=12, predict the reactants needed to synthesize it. The reactants are: [Cl:1][C:2]1[C:3]2[N:4]([C:8]([N:11]3[CH2:16][CH2:15][N:14]4[C:17]([C:20]([F:23])([F:22])[F:21])=[N:18][N:19]=[C:13]4[CH2:12]3)=[N:9][CH:10]=2)[CH:5]=[CH:6][N:7]=1.CN(C=O)C.[Br:29]N1C(=O)CCC1=O. (5) Given the product [C:18]1([S:15]([CH:14]=[CH:13][C:9]2[CH:8]=[C:7]3[C:12](=[CH:11][CH:10]=2)[NH:4][CH:5]=[C:6]3[CH2:24][C@H:25]2[CH2:29][CH2:28][CH2:27][N:26]2[CH3:30])(=[O:17])=[O:16])[CH:19]=[CH:20][CH:21]=[CH:22][CH:23]=1, predict the reactants needed to synthesize it. The reactants are: C([N:4]1[C:12]2[C:7](=[CH:8][C:9]([CH:13]=[CH:14][S:15]([C:18]3[CH:23]=[CH:22][CH:21]=[CH:20][CH:19]=3)(=[O:17])=[O:16])=[CH:10][CH:11]=2)[C:6]([CH2:24][C@H:25]2[CH2:29][CH2:28][CH2:27][N:26]2[CH3:30])=[CH:5]1)(=O)C.C(=O)([O-])[O-].[K+].[K+]. (6) Given the product [CH2:20]([O:22][C:23]([C@@H:25]1[CH2:30][CH2:29][CH2:28][N:27]([CH:31]2[CH2:32][CH2:33][N:34]([C:15]([C:13]3[C:14]4[C:5]([CH:6]=[C:7]5[C:12]=3[CH:11]=[CH:10][CH:9]=[CH:8]5)=[CH:4][CH:3]=[CH:2][CH:1]=4)=[O:16])[CH2:35][CH2:36]2)[CH2:26]1)=[O:24])[CH3:21], predict the reactants needed to synthesize it. The reactants are: [CH:1]1[C:14]2[C:5](=[CH:6][C:7]3[C:12]([C:13]=2[C:15](Cl)=[O:16])=[CH:11][CH:10]=[CH:9][CH:8]=3)[CH:4]=[CH:3][CH:2]=1.Cl.Cl.[CH2:20]([O:22][C:23]([CH:25]1[CH2:30][CH2:29][CH2:28][N:27]([CH:31]2[CH2:36][CH2:35][NH:34][CH2:33][CH2:32]2)[CH2:26]1)=[O:24])[CH3:21].C(N(CC)CC)C.[OH-].[Na+]. (7) Given the product [C:1]1([S:7]([N:10]2[C:11]3=[N:12][CH:13]=[C:14]([S:18][CH3:19])[CH:15]=[C:16]3[CH:21]=[C:20]2[C:22]2[N:27]=[CH:26][CH:25]=[CH:24][N:23]=2)(=[O:9])=[O:8])[CH:6]=[CH:5][CH:4]=[CH:3][CH:2]=1, predict the reactants needed to synthesize it. The reactants are: [C:1]1([S:7]([NH:10][C:11]2[C:16](I)=[CH:15][C:14]([S:18][CH3:19])=[CH:13][N:12]=2)(=[O:9])=[O:8])[CH:6]=[CH:5][CH:4]=[CH:3][CH:2]=1.[C:20]([C:22]1[N:27]=[CH:26][CH:25]=[CH:24][N:23]=1)#[CH:21].O. (8) Given the product [O:10]1[CH2:11][CH2:12][CH2:13][CH2:14][CH:9]1[N:1]1[CH:5]=[CH:4][N:3]=[CH:2]1, predict the reactants needed to synthesize it. The reactants are: [NH:1]1[CH:5]=[CH:4][N:3]=[CH:2]1.[H-].[Na+].Cl[CH:9]1[CH2:14][CH2:13][CH2:12][CH2:11][O:10]1.Cl.O1C=CCCC1. (9) Given the product [CH3:12][O:13][C:14](=[O:23])[CH:15]([N:6]1[C:5](=[O:9])[CH:4]=[C:3]([O:2][CH3:1])[CH:8]=[N:7]1)[CH2:16][CH:17]1[CH2:18][CH2:19][CH2:20][CH2:21]1, predict the reactants needed to synthesize it. The reactants are: [CH3:1][O:2][C:3]1[CH:8]=[N:7][NH:6][C:5](=[O:9])[CH:4]=1.[H-].[Na+].[CH3:12][O:13][C:14](=[O:23])[CH:15](Br)[CH2:16][CH:17]1[CH2:21][CH2:20][CH2:19][CH2:18]1.O. (10) Given the product [Cl:8][C:9]1[CH:14]=[C:13]([N+:15]([O-:17])=[O:16])[CH:12]=[CH:11][C:10]=1[N:5]1[CH2:6][CH2:7][N:2]([CH3:1])[CH2:3][CH2:4]1, predict the reactants needed to synthesize it. The reactants are: [CH3:1][N:2]1[CH2:7][CH2:6][NH:5][CH2:4][CH2:3]1.[Cl:8][C:9]1[CH:14]=[C:13]([N+:15]([O-:17])=[O:16])[CH:12]=[CH:11][C:10]=1F.